This data is from Reaction yield outcomes from USPTO patents with 853,638 reactions. The task is: Predict the reaction yield, written as a fraction of the theoretical maximum amount of product (1.0 means a 100% yield; for example, 0.34 means a 34% yield). (1) The reactants are BrC[C:3]1[CH:12]=[CH:11][CH:10]=[C:9]2[C:4]=1[C:5](=[O:19])[CH:6]=[C:7]([C:13]1[CH:18]=[CH:17][CH:16]=[CH:15][CH:14]=1)[O:8]2.[C:20]([O-])(=[O:22])[CH3:21].[K+]. The catalyst is CN(C=O)C.O. The product is [C:20]([C:6]1[C:5](=[O:19])[C:4]2[C:9](=[CH:10][CH:11]=[CH:12][CH:3]=2)[O:8][C:7]=1[C:13]1[CH:18]=[CH:17][CH:16]=[CH:15][CH:14]=1)(=[O:22])[CH3:21]. The yield is 0.860. (2) The reactants are I[C:2]1[CH:3]=[C:4]2[N:10]=[C:9](NC(=O)OCC)[N:8]([CH2:17][C:18]3[CH:23]=[CH:22][C:21]([O:24][CH2:25][C:26]4[CH:27]=[N:28][C:29]([O:32][CH3:33])=[CH:30][CH:31]=4)=[C:20]([O:34][CH3:35])[CH:19]=3)[C:5]2=[N:6][CH:7]=1.C([Sn](CCCC)(CCCC)[C:41]1[CH:46]=[CH:45][CH:44]=[CH:43][N:42]=1)CCC.C([N:57](CC)CC)C. The catalyst is CN(C)C=O.[Cu]I.Cl[Pd](Cl)([P](C1C=CC=CC=1)(C1C=CC=CC=1)C1C=CC=CC=1)[P](C1C=CC=CC=1)(C1C=CC=CC=1)C1C=CC=CC=1. The product is [CH3:35][O:34][C:20]1[CH:19]=[C:18]([CH:23]=[CH:22][C:21]=1[O:24][CH2:25][C:26]1[CH:27]=[N:28][C:29]([O:32][CH3:33])=[CH:30][CH:31]=1)[CH2:17][N:8]1[C:5]2=[N:6][CH:7]=[C:2]([C:41]3[CH:46]=[CH:45][CH:44]=[CH:43][N:42]=3)[CH:3]=[C:4]2[N:10]=[C:9]1[NH2:57]. The yield is 0.130. (3) The reactants are [CH:1]1[C:9]2[C:8]3[CH:10]=[CH:11][CH:12]=[CH:13][C:7]=3[O:6][C:5]=2[CH:4]=[CH:3][CH:2]=1.C(O)(=O)C.[Br:18]Br. The catalyst is O. The product is [Br:18][C:2]1[CH:3]=[CH:4][C:5]2[O:6][C:7]3[CH:13]=[CH:12][CH:11]=[CH:10][C:8]=3[C:9]=2[CH:1]=1. The yield is 0.310. (4) The reactants are [CH3:1][C:2]1([CH3:10])[O:9][C:7](=[O:8])[CH2:6][C:4](=[O:5])[O:3]1.[CH3:11][O:12][C:13]1[CH:18]=[CH:17][C:16]([CH2:19][O:20][C:21]2[CH:28]=[CH:27][C:24]([CH:25]=O)=[CH:23][CH:22]=2)=[CH:15][CH:14]=1.C(O)(=O)C.N1CCCCC1. The catalyst is C1(C)C=CC=CC=1.O. The product is [CH3:11][O:12][C:13]1[CH:14]=[CH:15][C:16]([CH2:19][O:20][C:21]2[CH:28]=[CH:27][C:24]([CH:25]=[C:6]3[C:7](=[O:8])[O:9][C:2]([CH3:10])([CH3:1])[O:3][C:4]3=[O:5])=[CH:23][CH:22]=2)=[CH:17][CH:18]=1. The yield is 0.620. (5) The reactants are [CH2:1]([C:3]1[C:4](=[O:27])[N:5]([CH2:18][CH2:19][C:20]2[CH:25]=[CH:24][CH:23]=[CH:22][C:21]=2[F:26])[C:6]([C:10]2[CH:15]=[CH:14][CH:13]=[C:12]([F:16])[C:11]=2[OH:17])=[N:7][C:8]=1[CH3:9])[CH3:2].[CH2:28](Cl)[O:29][CH3:30]. The catalyst is ClCCl.CCOC(C)=O. The product is [CH2:1]([C:3]1[C:4](=[O:27])[N:5]([CH2:18][CH2:19][C:20]2[CH:25]=[CH:24][CH:23]=[CH:22][C:21]=2[F:26])[C:6]([C:10]2[CH:15]=[CH:14][CH:13]=[C:12]([F:16])[C:11]=2[O:17][CH2:28][O:29][CH3:30])=[N:7][C:8]=1[CH3:9])[CH3:2]. The yield is 0.840.